From a dataset of Reaction yield outcomes from USPTO patents with 853,638 reactions. Predict the reaction yield, written as a fraction of the theoretical maximum amount of product (1.0 means a 100% yield; for example, 0.34 means a 34% yield). (1) The reactants are Cl[CH2:2][C:3]([NH:5][C:6]1[CH:23]=[CH:22][C:9]2[N:10]=[C:11]([NH:14][CH2:15][C:16]3[O:17][C:18]([CH3:21])=[CH:19][CH:20]=3)[O:12][CH2:13][C:8]=2[CH:7]=1)=[O:4].[NH:24]1[CH2:29][CH2:28][O:27][CH2:26][CH2:25]1. The product is [CH3:21][C:18]1[O:17][C:16]([CH2:15][NH:14][C:11]2[O:12][CH2:13][C:8]3[CH:7]=[C:6]([NH:5][C:3](=[O:4])[CH2:2][N:24]4[CH2:29][CH2:28][O:27][CH2:26][CH2:25]4)[CH:23]=[CH:22][C:9]=3[N:10]=2)=[CH:20][CH:19]=1. The catalyst is C(#N)C. The yield is 0.870. (2) The reactants are FC(F)(F)C(O)=O.[NH2:8][C:9]1[N:14]=[C:13]([C:15]2[N:19](COCC[Si](C)(C)C)[C:18]([C:28]3[CH:33]=[C:32]([Cl:34])[CH:31]=[CH:30][C:29]=3[CH3:35])=[C:17]([C:36]([NH2:38])=[O:37])[CH:16]=2)[C:12]([C:39]#[C:40][C:41]2[CH:46]=[CH:45][C:44]([C:47]([N:49]3[CH2:54][CH2:53][N:52]([CH3:55])[CH2:51][CH2:50]3)=[O:48])=[CH:43][CH:42]=2)=[CH:11][N:10]=1. The catalyst is C(Cl)Cl. The product is [NH2:8][C:9]1[N:14]=[C:13]([C:15]2[NH:19][C:18]([C:28]3[CH:33]=[C:32]([Cl:34])[CH:31]=[CH:30][C:29]=3[CH3:35])=[C:17]([C:36]([NH2:38])=[O:37])[CH:16]=2)[C:12]([C:39]#[C:40][C:41]2[CH:42]=[CH:43][C:44]([C:47]([N:49]3[CH2:54][CH2:53][N:52]([CH3:55])[CH2:51][CH2:50]3)=[O:48])=[CH:45][CH:46]=2)=[CH:11][N:10]=1. The yield is 0.710. (3) The reactants are [CH3:1][N:2]1[CH:7]=[C:6]([C:8]2[CH:13]=[C:12]([CH2:14][S:15]([CH3:18])(=[O:17])=[O:16])[CH:11]=[CH:10][C:9]=2[NH:19][CH2:20][C:21]2[CH:31]=[CH:30][CH:29]=[CH:28][C:22]=2[O:23][CH2:24][C:25]([NH2:27])=[O:26])[C:5]2[CH:32]=[CH:33][NH:34][C:4]=2[C:3]1=[O:35].C=O.[C:38](=O)(O)[O-].[Na+].C(OCC)(=O)C. The catalyst is O1CCCC1.[Ti](Cl)(Cl)(Cl)Cl. The product is [CH3:1][N:2]1[C:3](=[O:35])[C:4]2[NH:34][CH:33]=[C:32]3[CH2:38][N:19]([CH2:20][C:21]4[CH:31]=[CH:30][CH:29]=[CH:28][C:22]=4[O:23][CH2:24][C:25]([NH2:27])=[O:26])[C:9]4[CH:10]=[CH:11][C:12]([CH2:14][S:15]([CH3:18])(=[O:17])=[O:16])=[CH:13][C:8]=4[C:6]([C:5]=23)=[CH:7]1. The yield is 0.0700. (4) The reactants are [O:1]=[S:2]([Cl:4])Cl.[Br:5][C:6]1[CH:12]=[C:11]([F:13])[C:9](N)=[C:8]([F:14])[CH:7]=1.N([O-])=[O:16].[Na+]. The catalyst is O.Cl. The product is [Br:5][C:6]1[CH:12]=[C:11]([F:13])[C:9]([S:2]([Cl:4])(=[O:1])=[O:16])=[C:8]([F:14])[CH:7]=1. The yield is 0.850. (5) The reactants are [F:1][C:2]1[CH:3]=[CH:4][CH:5]=[C:6]2[C:11]=1[N:10]=[C:9]([C:12]1[CH:17]=[CH:16][CH:15]=[CH:14][C:13]=1[S:18]([CH3:21])(=[O:20])=[O:19])[C:8]([C@@H:22]([N:24]1C(=O)C3C(=CC=CC=3)C1=O)[CH3:23])=[CH:7]2.O.NN.CCO. The catalyst is CCOC(C)=O. The product is [F:1][C:2]1[CH:3]=[CH:4][CH:5]=[C:6]2[C:11]=1[N:10]=[C:9]([C:12]1[CH:17]=[CH:16][CH:15]=[CH:14][C:13]=1[S:18]([CH3:21])(=[O:19])=[O:20])[C:8]([C@@H:22]([NH2:24])[CH3:23])=[CH:7]2. The yield is 0.920. (6) The reactants are [CH3:1][N:2]([CH3:23])[C:3]1[CH:12]=[C:11]([C:13](OCC2C=CC=CC=2)=[O:14])[CH:10]=[CH:9][C:4]=1[C:5]([O:7][CH3:8])=[O:6].C(N(CC)CC)C.ClC(OCC)=O.[BH4-].[Na+]. The catalyst is O1CCCC1.O.[OH-].[Pd+2].[OH-].[C].CC(C)=O. The product is [CH3:23][N:2]([CH3:1])[C:3]1[CH:12]=[C:11]([CH2:13][OH:14])[CH:10]=[CH:9][C:4]=1[C:5]([O:7][CH3:8])=[O:6]. The yield is 0.920. (7) The reactants are [C:1]([C:6]1[CH:11]=[CH:10][C:9]([Mg]Br)=[CH:8][CH:7]=1)([O:3][CH2:4][CH3:5])=[O:2].II.[Mg].C([Mg]Cl)(C)C.[Li+].[Cl-].Br[C:25]1[CH:26]=[N:27][CH:28]=[N:29][CH:30]=1. The catalyst is C1COCC1.[Zn+2].[Br-].[Br-]. The product is [CH2:4]([O:3][C:1](=[O:2])[C:6]1[CH:11]=[CH:10][C:9]([C:25]2[CH:26]=[N:27][CH:28]=[N:29][CH:30]=2)=[CH:8][CH:7]=1)[CH3:5]. The yield is 0.600. (8) The reactants are O(C1C=CC(CCCCN)=CC=1)CCOCCOC.[O:20]([C:34]1[CH:39]=[CH:38][C:37]([CH:40](C(OCC2C=CC=CC=2)=O)[CH2:41][CH2:42][CH2:43][NH2:44])=[CH:36][CH:35]=1)[CH2:21][CH2:22][O:23][CH2:24][CH2:25][O:26][CH2:27][CH2:28][O:29][CH2:30][CH2:31][O:32][CH3:33]. No catalyst specified. The product is [O:20]([C:34]1[CH:39]=[CH:38][C:37]([CH2:40][CH2:41][CH2:42][CH2:43][NH2:44])=[CH:36][CH:35]=1)[CH2:21][CH2:22][O:23][CH2:24][CH2:25][O:26][CH2:27][CH2:28][O:29][CH2:30][CH2:31][O:32][CH3:33]. The yield is 0.950. (9) The reactants are F[C:2]1[N:7]=[C:6]([N:8]2[C:16]3[CH:15]=[C:14]([C:17]4[CH:22]=[N:21][CH:20]=[C:19]([CH3:23])[N:18]=4)[N:13]=[CH:12][C:11]=3[CH:10]=[N:9]2)[CH:5]=[CH:4][C:3]=1[C:24]([F:27])([F:26])[F:25].Br.Br.[NH:30]1[CH2:36][CH:35]([OH:37])[CH2:34][NH:33][CH2:32][CH2:31]1.C(=O)([O-])[O-].[Cs+].[Cs+]. The catalyst is CS(C)=O.CC(O)C. The product is [CH3:23][C:19]1[N:18]=[C:17]([C:14]2[N:13]=[CH:12][C:11]3[CH:10]=[N:9][N:8]([C:6]4[N:7]=[C:2]([N:30]5[CH2:36][CH:35]([OH:37])[CH2:34][NH:33][CH2:32][CH2:31]5)[C:3]([C:24]([F:27])([F:25])[F:26])=[CH:4][CH:5]=4)[C:16]=3[CH:15]=2)[CH:22]=[N:21][CH:20]=1. The yield is 0.110. (10) The reactants are [N+:1]([C:4]1[CH:11]=[CH:10][C:7]([CH:8]=O)=[CH:6][CH:5]=1)([O-:3])=[O:2].[C:12]([NH:15][CH2:16][C:17]([OH:19])=[O:18])(=O)[CH3:13].C([O-])(=O)C.[Na+].C(OC(=O)C)(=O)C. No catalyst specified. The product is [CH3:13][C:12]1[O:19][C:17](=[O:18])[C:16](=[CH:8][C:7]2[CH:10]=[CH:11][C:4]([N+:1]([O-:3])=[O:2])=[CH:5][CH:6]=2)[N:15]=1. The yield is 0.660.